This data is from Peptide-MHC class I binding affinity with 185,985 pairs from IEDB/IMGT. The task is: Regression. Given a peptide amino acid sequence and an MHC pseudo amino acid sequence, predict their binding affinity value. This is MHC class I binding data. (1) The peptide sequence is PTPLSPPLR. The MHC is HLA-A03:01 with pseudo-sequence HLA-A03:01. The binding affinity (normalized) is 0.109. (2) The peptide sequence is LEGLADAIW. The MHC is HLA-B15:01 with pseudo-sequence HLA-B15:01. The binding affinity (normalized) is 0.0847. (3) The peptide sequence is KTPDYPLIDI. The MHC is HLA-A02:01 with pseudo-sequence HLA-A02:01. The binding affinity (normalized) is 0.203. (4) The peptide sequence is YHRFGLYRL. The MHC is HLA-A68:02 with pseudo-sequence HLA-A68:02. The binding affinity (normalized) is 0.0847. (5) The peptide sequence is RRRKGWIPL. The MHC is HLA-B08:01 with pseudo-sequence HLA-B08:01. The binding affinity (normalized) is 0.213. (6) The binding affinity (normalized) is 1.00. The MHC is HLA-B15:01 with pseudo-sequence HLA-B15:01. The peptide sequence is RMVLAFITF.